This data is from Peptide-MHC class I binding affinity with 185,985 pairs from IEDB/IMGT. The task is: Regression. Given a peptide amino acid sequence and an MHC pseudo amino acid sequence, predict their binding affinity value. This is MHC class I binding data. (1) The peptide sequence is DRFYKTLRA. The MHC is HLA-A30:02 with pseudo-sequence HLA-A30:02. The binding affinity (normalized) is 0. (2) The peptide sequence is TAIKNADII. The MHC is H-2-Db with pseudo-sequence H-2-Db. The binding affinity (normalized) is 0.905. (3) The MHC is HLA-A26:03 with pseudo-sequence HLA-A26:03. The binding affinity (normalized) is 0.0847. The peptide sequence is KRSTPFYTK. (4) The peptide sequence is STFATVLEY. The MHC is HLA-B57:01 with pseudo-sequence HLA-B57:01. The binding affinity (normalized) is 0.352. (5) The MHC is HLA-A26:01 with pseudo-sequence HLA-A26:01. The peptide sequence is RPAPARLPL. The binding affinity (normalized) is 0.0847. (6) The peptide sequence is YQDPQNYEL. The MHC is HLA-A02:03 with pseudo-sequence HLA-A02:03. The binding affinity (normalized) is 0.437. (7) The peptide sequence is HTQGYFPDW. The MHC is HLA-B54:01 with pseudo-sequence HLA-B54:01. The binding affinity (normalized) is 0.144. (8) The peptide sequence is SMQGAVDINR. The MHC is HLA-A03:01 with pseudo-sequence HLA-A03:01. The binding affinity (normalized) is 0.285. (9) The peptide sequence is LAMSTTISV. The MHC is HLA-A02:01 with pseudo-sequence HLA-A02:01. The binding affinity (normalized) is 0.765. (10) The peptide sequence is DTKCKNNYF. The MHC is HLA-A02:01 with pseudo-sequence HLA-A02:01. The binding affinity (normalized) is 0.0847.